Dataset: Forward reaction prediction with 1.9M reactions from USPTO patents (1976-2016). Task: Predict the product of the given reaction. (1) Given the reactants C(NC(=O)[O-])C.[OH:7][C:8]1[C:9]([Cl:21])=[CH:10][C:11]2[CH:12]([CH3:20])[CH:13]3[CH2:17][NH:16][CH2:15][CH:14]3[C:18]=2[CH:19]=1.[F:22][C:23]1[CH:30]=[CH:29][CH:28]=[CH:27][C:24]=1[CH2:25]Br, predict the reaction product. The product is: [F:22][C:23]1[CH:30]=[CH:29][CH:28]=[CH:27][C:24]=1[CH2:25][O:7][C:8]1[C:9]([Cl:21])=[CH:10][C:11]2[CH:12]([CH3:20])[CH:13]3[CH2:17][NH:16][CH2:15][CH:14]3[C:18]=2[CH:19]=1. (2) Given the reactants [C:1]([C:5]1[O:9][N:8]=[C:7]([NH:10][C:11]([C@@H:13]2[CH2:17][C@@H:16]([OH:18])[CH2:15][NH:14]2)=[O:12])[CH:6]=1)([CH3:4])([CH3:3])[CH3:2].Cl.[O:20]1[CH2:25][CH2:24][CH:23]([CH:26]=O)[CH2:22][CH2:21]1.C(O)(=O)C.C([BH3-])#N.[Na+], predict the reaction product. The product is: [C:1]([C:5]1[O:9][N:8]=[C:7]([NH:10][C:11]([C@@H:13]2[CH2:17][C@@H:16]([OH:18])[CH2:15][N:14]2[CH2:26][CH:23]2[CH2:24][CH2:25][O:20][CH2:21][CH2:22]2)=[O:12])[CH:6]=1)([CH3:4])([CH3:2])[CH3:3]. (3) Given the reactants BrC1C=C(C(C2C=C(O)C=CC=2)(C)C)C=C([N+]([O-])=O)C=1.[I:21][C:22]1[CH:27]=[C:26]([N+:28]([O-:30])=[O:29])[CH:25]=[C:24]([C:31]([C:34]2[CH:39]=[C:38]([O:40][C:41]([F:44])([F:43])[F:42])[CH:37]=[C:36]([O:45]C)[CH:35]=2)([CH3:33])[CH3:32])[CH:23]=1, predict the reaction product. The product is: [I:21][C:22]1[CH:23]=[C:24]([C:31]([C:34]2[CH:35]=[C:36]([OH:45])[CH:37]=[C:38]([O:40][C:41]([F:43])([F:44])[F:42])[CH:39]=2)([CH3:32])[CH3:33])[CH:25]=[C:26]([N+:28]([O-:30])=[O:29])[CH:27]=1.